Dataset: Catalyst prediction with 721,799 reactions and 888 catalyst types from USPTO. Task: Predict which catalyst facilitates the given reaction. (1) Reactant: [CH3:1][S:2]([C:5]1[CH:10]=[CH:9][N:8]=[C:7]([CH2:11][S:12]([C:15]2[NH:19][C:18]3[CH:20]=[CH:21][CH:22]=[CH:23][C:17]=3[N:16]=2)(=O)=[O:13])[C:6]=1[CH3:24])(=[O:4])=[O:3].C([C@@](C([O-])=O)(O)[C@@](CC)(O)C([O-])=O)C.C(N(C(C)C)CC)(C)C.[O-]O.C1(C(C)C)C=CC=CC=1.N. Product: [CH3:1][S:2]([C:5]1[CH:10]=[CH:9][N:8]=[C:7]([CH2:11][S@:12]([C:15]2[NH:16][C:17]3[CH:23]=[CH:22][CH:21]=[CH:20][C:18]=3[N:19]=2)=[O:13])[C:6]=1[CH3:24])(=[O:3])=[O:4]. The catalyst class is: 132. (2) Reactant: [OH:1][C:2]1[CH:3]=[C:4]([C@@H:8]([NH:10][C:11](=[O:17])[O:12][C:13]([CH3:16])([CH3:15])[CH3:14])[CH3:9])[CH:5]=[CH:6][CH:7]=1.[CH:18]1(O)[CH2:23][CH2:22][CH2:21][CH2:20][CH2:19]1.C1C=CC(P(C2C=CC=CC=2)C2C=CC=CC=2)=CC=1.CCOC(/N=N/C(OCC)=O)=O. Product: [CH:18]1([O:1][C:2]2[CH:3]=[C:4]([C@@H:8]([NH:10][C:11](=[O:17])[O:12][C:13]([CH3:16])([CH3:15])[CH3:14])[CH3:9])[CH:5]=[CH:6][CH:7]=2)[CH2:23][CH2:22][CH2:21][CH2:20][CH2:19]1. The catalyst class is: 1.